This data is from Catalyst prediction with 721,799 reactions and 888 catalyst types from USPTO. The task is: Predict which catalyst facilitates the given reaction. (1) The catalyst class is: 1. Reactant: [CH2:1]([C@:3]1([C:31]([O:33]C)=[O:32])[CH2:7][CH2:6][CH2:5][C@H:4]1[NH:8][S:9]([C:12]1[CH:17]=[CH:16][C:15]([O:18][CH2:19][C:20]2[C:29]3[C:24](=[CH:25][CH:26]=[CH:27][CH:28]=3)[N:23]=[C:22]([CH3:30])[CH:21]=2)=[CH:14][CH:13]=1)(=[O:11])=[O:10])[CH3:2].[OH-].[Na+].CO.Cl.C(N(CC)CC)C. Product: [CH2:1]([C@:3]1([C:31]([OH:33])=[O:32])[CH2:7][CH2:6][CH2:5][C@H:4]1[NH:8][S:9]([C:12]1[CH:17]=[CH:16][C:15]([O:18][CH2:19][C:20]2[C:29]3[C:24](=[CH:25][CH:26]=[CH:27][CH:28]=3)[N:23]=[C:22]([CH3:30])[CH:21]=2)=[CH:14][CH:13]=1)(=[O:10])=[O:11])[CH3:2]. (2) Reactant: [H-].[Na+].[C:3]([O:11][CH2:12][CH3:13])(=[O:10])[CH2:4][C:5]([O:7][CH2:8][CH3:9])=[O:6].Cl[CH2:15][Si:16]([CH2:23]Cl)([CH3:22])[O:17][Si:18]([CH3:21])([CH3:20])[CH3:19].O. Product: [C:3]([C:4]1([C:5]([O:7][CH2:8][CH3:9])=[O:6])[CH2:19][Si:18]([CH3:21])([CH3:20])[O:17][Si:16]([CH3:23])([CH3:22])[CH2:15]1)([O:11][CH2:12][CH3:13])=[O:10]. The catalyst class is: 13.